From a dataset of Peptide-MHC class I binding affinity with 185,985 pairs from IEDB/IMGT. Regression. Given a peptide amino acid sequence and an MHC pseudo amino acid sequence, predict their binding affinity value. This is MHC class I binding data. (1) The peptide sequence is QRSTLERTSKASLER. The MHC is HLA-B07:02 with pseudo-sequence HLA-B07:02. The binding affinity (normalized) is 0.00649. (2) The peptide sequence is LLWTLVVLL. The MHC is HLA-A30:02 with pseudo-sequence HLA-A30:02. The binding affinity (normalized) is 0.228. (3) The peptide sequence is VPAMFTAAL. The binding affinity (normalized) is 0.0847. The MHC is HLA-B46:01 with pseudo-sequence HLA-B46:01.